From a dataset of Full USPTO retrosynthesis dataset with 1.9M reactions from patents (1976-2016). Predict the reactants needed to synthesize the given product. (1) The reactants are: CC1(C)C(C)(C)OB([C:9]2[CH2:14][CH2:13][CH:12]([N:15]3[CH2:20][CH2:19][O:18][CH2:17][CH2:16]3)[CH2:11][CH:10]=2)O1.I[C:23]1[C:24]([CH:34]=[O:35])=[N:25][N:26]([CH:28]2[CH2:33][CH2:32][CH2:31][CH2:30][O:29]2)[CH:27]=1.[O-]P([O-])([O-])=O.[K+].[K+].[K+]. Given the product [O:18]1[CH2:17][CH2:16][N:15]([CH:12]2[CH2:13][CH2:14][C:9]([C:23]3[C:24]([CH:34]=[O:35])=[N:25][N:26]([CH:28]4[CH2:33][CH2:32][CH2:31][CH2:30][O:29]4)[CH:27]=3)=[CH:10][CH2:11]2)[CH2:20][CH2:19]1, predict the reactants needed to synthesize it. (2) Given the product [C:1]([C:5]1[CH:9]=[C:8]([NH:10][C:11]([NH:13][C:14]2[CH:19]=[CH:18][CH:17]=[C:16]([Cl:20])[C:15]=2[Cl:21])=[O:12])[N:7]([C:22]2[CH:31]=[C:30]3[C:25]([CH2:26][CH2:27][NH:28][CH2:29]3)=[CH:24][CH:23]=2)[N:6]=1)([CH3:4])([CH3:2])[CH3:3], predict the reactants needed to synthesize it. The reactants are: [C:1]([C:5]1[CH:9]=[C:8]([NH:10][C:11]([NH:13][C:14]2[CH:19]=[CH:18][CH:17]=[C:16]([Cl:20])[C:15]=2[Cl:21])=[O:12])[N:7]([C:22]2[CH:31]=[C:30]3[C:25]([CH2:26][CH2:27][NH:28][C:29]3=O)=[CH:24][CH:23]=2)[N:6]=1)([CH3:4])([CH3:3])[CH3:2].[H-].[H-].[H-].[H-].[Li+].[Al+3]. (3) Given the product [CH2:78]([N:80]1[CH2:85][CH2:84][N:83]([C:86]([C:88]2[CH:89]=[C:90]([F:138])[C:91]([NH:95][C:96]([N:98]3[C:102]4[N:103]=[C:104]([N:132]5[CH2:137][CH2:51][O:52][CH2:53][CH2:133]5)[N:105]=[C:106]([C:107]5[CH:112]=[N:111][C:110]([NH2:113])=[N:109][CH:108]=5)[C:101]=4[CH2:100][CH2:99]3)=[O:97])=[C:92]([F:94])[CH:93]=2)=[O:87])[CH2:82][CH2:81]1)[CH3:79], predict the reactants needed to synthesize it. The reactants are: COC1C=CC(CN(CC2C=CC(OC)=CC=2)C2N=CC(C3C4CCNC=4N=C(N4CCOCC4)N=3)=CN=2)=CC=1.N1C=CC=CC=1.ClC(Cl)(O[C:51](=O)[O:52][C:53](Cl)(Cl)Cl)Cl.NC1C(F)=CC(C(N2CCN(CC)CC2)=O)=CC=1F.[CH2:78]([N:80]1[CH2:85][CH2:84][N:83]([C:86]([C:88]2[CH:93]=[C:92]([F:94])[C:91]([NH:95][C:96]([N:98]3[C:102]4[N:103]=[C:104]([N:132]5[CH2:137]COC[CH2:133]5)[N:105]=[C:106]([C:107]5[CH:108]=[N:109][C:110]([N:113](CC6C=CC(OC)=CC=6)CC6C=CC(OC)=CC=6)=[N:111][CH:112]=5)[C:101]=4[CH2:100][CH2:99]3)=[O:97])=[C:90]([F:138])[CH:89]=2)=[O:87])[CH2:82][CH2:81]1)[CH3:79].C(N[C@H](C(O)=O)CS)(=O)C.